From a dataset of Catalyst prediction with 721,799 reactions and 888 catalyst types from USPTO. Predict which catalyst facilitates the given reaction. (1) Reactant: [C:1]([C:3](=[C:7](SC)SC)[C:4]([NH2:6])=[O:5])#[N:2].[CH3:12][O:13][C:14]1[CH:19]=[CH:18][CH:17]=[C:16]([NH2:20])[CH:15]=1.O.[NH2:22][NH2:23]. Product: [NH2:2][C:1]1[NH:23][N:22]=[C:7]([NH:20][C:16]2[CH:17]=[CH:18][CH:19]=[C:14]([O:13][CH3:12])[CH:15]=2)[C:3]=1[C:4]([NH2:6])=[O:5]. The catalyst class is: 14. (2) Reactant: [Br:1][C:2]1[CH:7]=[C:6]([N+:8]([O-:10])=[O:9])[CH:5]=[CH:4][C:3]=1F.[O:12]1[CH2:17][CH2:16][N:15]([CH2:18][CH2:19][NH2:20])[CH2:14][CH2:13]1.C(=O)([O-])[O-].[K+].[K+].O. Product: [Br:1][C:2]1[CH:7]=[C:6]([N+:8]([O-:10])=[O:9])[CH:5]=[CH:4][C:3]=1[NH:20][CH2:19][CH2:18][N:15]1[CH2:16][CH2:17][O:12][CH2:13][CH2:14]1. The catalyst class is: 16. (3) Reactant: [NH2:1][C@@H:2]([C@H:6]([OH:9])[CH2:7][CH3:8])[C:3]([OH:5])=[O:4].C([O-])(O)=O.[Na+].[C:15](=O)([O-:36])[O:16][C:17]1C(C)=C(C2C=CC(C3C=CC=CC=3)=CC=2)C=CN=1.[C:38]1([C:44]2[CH:49]=[CH:48][C:47](C3C=CN(C([O-])=O)C(=O)C=3C)=[CH:46][CH:45]=2)[CH:43]=[CH:42][CH:41]=[CH:40][CH:39]=1. Product: [OH:9][C@H:6]([CH2:7][CH3:8])[C@H:2]([N:1]([C:47]1[CH:46]=[CH:45][C:44]([C:38]2[CH:39]=[CH:40][CH:41]=[CH:42][CH:43]=2)=[CH:49][CH:48]=1)[C:15]([O:16][CH3:17])=[O:36])[C:3]([OH:5])=[O:4]. The catalyst class is: 90. (4) The catalyst class is: 8. Product: [F:18][C:15]1[CH:16]=[CH:17][C:12]([C:10]2[N:7]=[C:2]3[CH:3]=[N:4][CH:5]=[CH:6][N:1]3[CH:9]=2)=[CH:13][CH:14]=1. Reactant: [N:1]1[CH:6]=[CH:5][N:4]=[CH:3][C:2]=1[NH2:7].Br[CH2:9][C:10]([C:12]1[CH:17]=[CH:16][C:15]([F:18])=[CH:14][CH:13]=1)=O.C(=O)(O)[O-].[Na+]. (5) Reactant: C([O:5][C:6](=[O:20])[C:7]([S:10][C:11]1[S:12][CH:13]=[C:14]([CH2:16][C:17](O)=O)[N:15]=1)([CH3:9])[CH3:8])(C)(C)C.[NH2:21][C:22]1[CH:27]=[CH:26][C:25]([Cl:28])=[CH:24][N:23]=1.[F:29][C:30]([F:35])([F:34])[C:31]([OH:33])=[O:32]. Product: [F:29][C:30]([F:35])([F:34])[C:31]([OH:33])=[O:32].[Cl:28][C:25]1[CH:26]=[CH:27][C:22]([N:21]([CH2:24][CH2:25][CH2:26][CH2:27][CH2:22][CH2:30][CH3:31])[CH2:17][CH2:16][C:14]2[N:15]=[C:11]([S:10][C:7]([CH3:8])([CH3:9])[C:6]([OH:5])=[O:20])[S:12][CH:13]=2)=[N:23][CH:24]=1. The catalyst class is: 4. (6) Reactant: CS(C)=O.C(Cl)(=O)C(Cl)=O.[CH3:11][C:12]1[N:22]=[C:15]2[CH:16]=[CH:17][CH:18]=[C:19]([CH2:20][OH:21])[N:14]2[N:13]=1.C(N(CC)CC)C. Product: [CH3:11][C:12]1[N:22]=[C:15]2[CH:16]=[CH:17][CH:18]=[C:19]([CH:20]=[O:21])[N:14]2[N:13]=1. The catalyst class is: 4. (7) Reactant: [OH:1][CH2:2][CH2:3][C:4]1[N:8]([CH2:9][C:10]2[CH:17]=[CH:16][C:13]([C:14]#[N:15])=[CH:12][C:11]=2[N+:18]([O-:20])=[O:19])[CH:7]=[N:6][CH:5]=1.CCN(CC)CC.[CH3:28][S:29](Cl)(=[O:31])=[O:30]. Product: [C:14]([C:13]1[CH:16]=[CH:17][C:10]([CH2:9][N:8]2[C:4]([CH2:3][CH2:2][O:1][S:29]([CH3:28])(=[O:31])=[O:30])=[CH:5][N:6]=[CH:7]2)=[C:11]([N+:18]([O-:20])=[O:19])[CH:12]=1)#[N:15]. The catalyst class is: 326.